The task is: Predict the reaction yield, written as a fraction of the theoretical maximum amount of product (1.0 means a 100% yield; for example, 0.34 means a 34% yield).. This data is from Reaction yield outcomes from USPTO patents with 853,638 reactions. (1) The reactants are ClC(Cl)(Cl)[C:3]([C:5]1[NH:6][C:7]2[CH2:8][CH2:9][CH2:10][CH2:11][C:12]=2[CH:13]=1)=[O:4].[O-][CH2:17][CH3:18].[Na+].C([OH:22])C. No catalyst specified. The product is [NH:6]1[C:7]2[CH2:8][CH2:9][CH2:10][CH2:11][C:12]=2[CH:13]=[C:5]1[C:3]([O:4][CH2:17][CH3:18])=[O:22]. The yield is 1.00. (2) The reactants are [C:1]1([S:7]([CH2:10][C:11]([NH:13][NH2:14])=[O:12])(=[O:9])=[O:8])[CH:6]=[CH:5][CH:4]=[CH:3][CH:2]=1.P(Cl)(Cl)(Cl)=O.[CH:20](OC)(OC)OC. No catalyst specified. The product is [C:1]1([S:7]([CH2:10][C:11]2[O:12][CH:20]=[N:14][N:13]=2)(=[O:8])=[O:9])[CH:2]=[CH:3][CH:4]=[CH:5][CH:6]=1. The yield is 0.520. (3) The reactants are [NH2:1][CH:2]1[C:16](=[O:17])[N:15]2[CH2:18][C@H:19]([O:21][C:22]3[CH:27]=[C:26]([C:28]4[CH:33]=[CH:32][CH:31]=[CH:30][N:29]=4)[N:25]=[C:24]4[CH:34]=[CH:35][S:36][C:23]=34)[CH2:20][C@H:14]2[C:13](=[O:37])[NH:12][C@:11]2([C:39]([O:41][CH3:42])=[O:40])[CH2:38][C@H:10]2[CH:9]=[CH:8][CH2:7][CH2:6][CH2:5][CH2:4][CH2:3]1.C(N(CC)CC)C.[C:50](=O)([O:57]C1C=CC([N+]([O-])=O)=CC=1)[O:51][CH:52]1[CH2:56][CH2:55][CH2:54][CH2:53]1.C(=O)(O)[O-].[Na+]. The catalyst is CC(N(C)C)=O.C(OCC)(=O)C. The product is [CH:52]1([O:51][C:50]([NH:1][CH:2]2[C:16](=[O:17])[N:15]3[CH2:18][C@H:19]([O:21][C:22]4[CH:27]=[C:26]([C:28]5[CH:33]=[CH:32][CH:31]=[CH:30][N:29]=5)[N:25]=[C:24]5[CH:34]=[CH:35][S:36][C:23]=45)[CH2:20][C@H:14]3[C:13](=[O:37])[NH:12][C@:11]3([C:39]([O:41][CH3:42])=[O:40])[CH2:38][C@H:10]3[CH:9]=[CH:8][CH2:7][CH2:6][CH2:5][CH2:4][CH2:3]2)=[O:57])[CH2:56][CH2:55][CH2:54][CH2:53]1. The yield is 0.940. (4) The yield is 0.110. The catalyst is C(#N)C. The product is [NH2:37][C:38]1[CH:48]=[CH:47][C:46]([C:15]2[CH:16]=[C:17]3[C:9]([C:4]4[CH:5]=[CH:6][CH:7]=[CH:8][C:3]=4[O:2][CH3:1])=[CH:10][NH:11][C:12]3=[N:13][CH:14]=2)=[CH:45][C:39]=1[C:40]([N:42]([CH3:44])[CH3:43])=[O:41]. The reactants are [CH3:1][O:2][C:3]1[CH:8]=[CH:7][CH:6]=[CH:5][C:4]=1[C:9]1[C:17]2[C:12](=[N:13][CH:14]=[C:15](B3OC(C)(C)C(C)(C)O3)[CH:16]=2)[N:11](S(C2C=CC(C)=CC=2)(=O)=O)[CH:10]=1.[NH2:37][C:38]1[CH:48]=[CH:47][C:46](Br)=[CH:45][C:39]=1[C:40]([N:42]([CH3:44])[CH3:43])=[O:41].C([O-])(O)=O.[Na+]. (5) The reactants are [C:1]([O:5][C:6]([N:8]1[CH2:12][CH:11]=[C:10]([C:13]2[CH:14]=[N:15][C:16]([NH2:19])=[CH:17][CH:18]=2)[CH2:9]1)=[O:7])([CH3:4])([CH3:3])[CH3:2]. The catalyst is CO.[Pd]. The product is [NH2:19][C:16]1[N:15]=[CH:14][C:13]([CH:10]2[CH2:11][CH2:12][N:8]([C:6]([O:5][C:1]([CH3:4])([CH3:3])[CH3:2])=[O:7])[CH2:9]2)=[CH:18][CH:17]=1. The yield is 0.780.